From a dataset of Catalyst prediction with 721,799 reactions and 888 catalyst types from USPTO. Predict which catalyst facilitates the given reaction. (1) Reactant: [OH-].[Na+].[F:3][C:4]([C:6]1[CH:11]=[CH:10][C:9]([CH3:12])=[CH:8][CH:7]=1)=[CH2:5].[CH:13]([Cl:16])(Cl)[Cl:14]. Product: [Cl:14][C:13]1([Cl:16])[CH2:5][C:4]1([C:6]1[CH:11]=[CH:10][C:9]([CH3:12])=[CH:8][CH:7]=1)[F:3]. The catalyst class is: 572. (2) Reactant: [CH2:1]([C:3]1[CH:16]=[C:15]([C:17]2[N:21]=[C:20]([C:22]3[CH:27]=[C:26]([CH3:28])[C:25]([CH2:29][CH:30]([CH3:32])[CH3:31])=[CH:24][N:23]=3)[O:19][N:18]=2)[CH:14]=[C:13]([CH3:33])[C:4]=1[O:5][CH2:6][CH2:7]OS(C)(=O)=O)[CH3:2].C[O:35][C:36]([CH:38]1[CH2:41][NH:40][CH2:39]1)=[O:37].C(N(CC)CC)C.Cl. Product: [CH2:1]([C:3]1[CH:16]=[C:15]([C:17]2[N:21]=[C:20]([C:22]3[CH:27]=[C:26]([CH3:28])[C:25]([CH2:29][CH:30]([CH3:31])[CH3:32])=[CH:24][N:23]=3)[O:19][N:18]=2)[CH:14]=[C:13]([CH3:33])[C:4]=1[O:5][CH2:6][CH2:7][N:40]1[CH2:41][CH:38]([C:36]([OH:35])=[O:37])[CH2:39]1)[CH3:2]. The catalyst class is: 494. (3) Reactant: N#N.[CH3:3][C:4]1[O:5][C:6]([C:12]2[CH:17]=[CH:16][C:15]([NH:18][C:19](=[O:30])[CH2:20][C:21]3[CH:26]=[C:25]([OH:27])[C:24]([OH:28])=[C:23]([OH:29])[CH:22]=3)=[CH:14][C:13]=2[N+:31]([O-])=O)=[CH:7][C:8]=1[C:9]([OH:11])=[O:10]. Product: [NH2:31][C:13]1[CH:14]=[C:15]([NH:18][C:19](=[O:30])[CH2:20][C:21]2[CH:22]=[C:23]([OH:29])[C:24]([OH:28])=[C:25]([OH:27])[CH:26]=2)[CH:16]=[CH:17][C:12]=1[C:6]1[O:5][C:4]([CH3:3])=[C:8]([C:9]([OH:11])=[O:10])[CH:7]=1. The catalyst class is: 19.